From a dataset of Reaction yield outcomes from USPTO patents with 853,638 reactions. Predict the reaction yield, written as a fraction of the theoretical maximum amount of product (1.0 means a 100% yield; for example, 0.34 means a 34% yield). (1) The reactants are [CH3:1][O:2][C:3]([C:5]1([C:8]2[CH:13]=[CH:12][C:11]([O:14][CH3:15])=[CH:10][CH:9]=2)[CH2:7][CH2:6]1)=[O:4].[N+:16]([O-])([OH:18])=[O:17].Cl. The catalyst is CC(OC(C)=O)=O.CC(O)=O. The product is [CH3:1][O:2][C:3]([C:5]1([C:8]2[CH:9]=[CH:10][C:11]([O:14][CH3:15])=[C:12]([N+:16]([O-:18])=[O:17])[CH:13]=2)[CH2:6][CH2:7]1)=[O:4]. The yield is 0.980. (2) The reactants are [CH2:1]([O:8][C:9]1[CH:10]=[C:11]2[C:15](=[CH:16][CH:17]=1)[N:14]([C@@H:18]([C:23]1[CH:28]=[CH:27][CH:26]=[C:25]([F:29])[CH:24]=1)[C@H:19]([OH:22])[CH2:20]O)[CH2:13][CH2:12]2)[C:2]1[CH:7]=[CH:6][CH:5]=[CH:4][CH:3]=1.[CH2:30]([N:32](CC)CC)C.C1(C)C=CC(S(Cl)(=O)=O)=CC=1.CN. The catalyst is ClCCl. The product is [CH2:1]([O:8][C:9]1[CH:10]=[C:11]2[C:15](=[CH:16][CH:17]=1)[N:14]([C@@H:18]([C:23]1[CH:28]=[CH:27][CH:26]=[C:25]([F:29])[CH:24]=1)[C@H:19]([OH:22])[CH2:20][NH:32][CH3:30])[CH2:13][CH2:12]2)[C:2]1[CH:7]=[CH:6][CH:5]=[CH:4][CH:3]=1. The yield is 0.780. (3) The reactants are Br[C:2]1[CH:3]=[CH:4][C:5]([CH3:23])=[C:6]([CH:22]=1)[C:7]([NH:9][C:10]1[C:11]([CH3:21])=[C:12]([CH:17]=[CH:18][C:19]=1[CH3:20])[C:13]([O:15][CH3:16])=[O:14])=[O:8].[OH:24][CH2:25][C:26]1[CH:27]=[C:28](B(O)O)[CH:29]=[CH:30][CH:31]=1.C([O-])([O-])=O.[K+].[K+].C(Cl)Cl. The catalyst is O1CCOCC1.O.C1C=CC(P(C2C=CC=CC=2)[C-]2C=CC=C2)=CC=1.C1C=CC(P(C2C=CC=CC=2)[C-]2C=CC=C2)=CC=1.Cl[Pd]Cl.[Fe+2]. The product is [OH:24][CH2:25][C:26]1[CH:31]=[C:30]([C:2]2[CH:3]=[CH:4][C:5]([CH3:23])=[C:6]([CH:22]=2)[C:7]([NH:9][C:10]2[C:11]([CH3:21])=[C:12]([CH:17]=[CH:18][C:19]=2[CH3:20])[C:13]([O:15][CH3:16])=[O:14])=[O:8])[CH:29]=[CH:28][CH:27]=1. The yield is 0.544. (4) The reactants are [ClH:1].[CH3:2][C:3]1([CH3:50])[C:7](=[O:8])[N:6]([C@@H:9]([CH2:25][CH:26]([CH3:28])[CH3:27])[CH2:10][NH:11][C@H:12]([C:19]2[CH:24]=[CH:23][CH:22]=[CH:21][CH:20]=2)[CH2:13][C:14]([O:16]CC)=[O:15])[C:5](=[O:29])[N:4]1[CH2:30][C:31]1[CH:36]=[CH:35][C:34]([NH:37][C:38]([NH:40][C:41]2[CH:46]=[CH:45][CH:44]=[CH:43][C:42]=2[CH3:47])=[O:39])=[C:33]([O:48][CH3:49])[CH:32]=1. The catalyst is Cl.C1COCC1. The product is [ClH:1].[CH3:50][C:3]1([CH3:2])[C:7](=[O:8])[N:6]([C@@H:9]([CH2:25][CH:26]([CH3:28])[CH3:27])[CH2:10][NH:11][C@H:12]([C:19]2[CH:20]=[CH:21][CH:22]=[CH:23][CH:24]=2)[CH2:13][C:14]([OH:16])=[O:15])[C:5](=[O:29])[N:4]1[CH2:30][C:31]1[CH:36]=[CH:35][C:34]([NH:37][C:38]([NH:40][C:41]2[CH:46]=[CH:45][CH:44]=[CH:43][C:42]=2[CH3:47])=[O:39])=[C:33]([O:48][CH3:49])[CH:32]=1. The yield is 0.210.